Dataset: Full USPTO retrosynthesis dataset with 1.9M reactions from patents (1976-2016). Task: Predict the reactants needed to synthesize the given product. (1) Given the product [C:13]([N:11]1[CH2:12][CH:9]([NH:8][C:5]2[CH:6]=[CH:7][C:2]([NH:1][C:20]3[N:21]=[CH:22][C:23]4[CH:29]=[CH:28][C:27](=[O:30])[N:26]([C:31]5[CH:32]=[C:33]([NH:37][C:38](=[O:44])[CH:45]=[CH2:46])[CH:34]=[CH:35][CH:36]=5)[C:24]=4[N:25]=3)=[C:3]([O:16][CH3:17])[CH:4]=2)[CH2:10]1)(=[O:15])[CH3:14], predict the reactants needed to synthesize it. The reactants are: [NH2:1][C:2]1[CH:7]=[CH:6][C:5]([NH:8][CH:9]2[CH2:12][N:11]([C:13](=[O:15])[CH3:14])[CH2:10]2)=[CH:4][C:3]=1[O:16][CH3:17].CS[C:20]1[N:21]=[CH:22][C:23]2[CH:29]=[CH:28][C:27](=[O:30])[N:26]([C:31]3[CH:32]=[C:33]([NH:37][C:38](=[O:44])OC(C)(C)C)[CH:34]=[CH:35][CH:36]=3)[C:24]=2[N:25]=1.[CH3:45][CH2:46]N(C(C)C)C(C)C.CN1C(=O)CCC1. (2) Given the product [NH2:18][C:19](=[O:63])[C:20]([CH3:62])([CH3:61])[CH2:21][NH:22][C:23]([C@H:25]([CH:58]([CH3:60])[CH3:59])[CH2:26][C@@H:27]1[O:31][CH2:30][N:29]([C:32]([O:34][CH:35]([O:8][C:7]([C:3]2[N:2]([CH3:1])[CH:6]=[CH:5][N:4]=2)=[O:9])[CH3:36])=[O:33])[C@H:28]1[CH2:38][C@H:39]([CH2:43][C:44]1[CH:49]=[CH:48][C:47]([O:50][CH3:51])=[C:46]([O:52][CH2:53][CH2:54][CH2:55][O:56][CH3:57])[CH:45]=1)[CH:40]([CH3:42])[CH3:41])=[O:24], predict the reactants needed to synthesize it. The reactants are: [CH3:1][N:2]1[CH:6]=[CH:5][N:4]=[C:3]1[C:7]([OH:9])=[O:8].C(=O)([O-])[O-].[Cs+].[Cs+].[I-].[Cs+].[NH2:18][C:19](=[O:63])[C:20]([CH3:62])([CH3:61])[CH2:21][NH:22][C:23]([C@H:25]([CH:58]([CH3:60])[CH3:59])[CH2:26][C@@H:27]1[O:31][CH2:30][N:29]([C:32]([O:34][CH:35](Cl)[CH3:36])=[O:33])[C@H:28]1[CH2:38][C@H:39]([CH2:43][C:44]1[CH:49]=[CH:48][C:47]([O:50][CH3:51])=[C:46]([O:52][CH2:53][CH2:54][CH2:55][O:56][CH3:57])[CH:45]=1)[CH:40]([CH3:42])[CH3:41])=[O:24].